From a dataset of Reaction yield outcomes from USPTO patents with 853,638 reactions. Predict the reaction yield, written as a fraction of the theoretical maximum amount of product (1.0 means a 100% yield; for example, 0.34 means a 34% yield). (1) The reactants are [Br:1][C:2]1[N:3]=[C:4]([C:26]2([CH3:29])[CH2:28][CH2:27]2)[N:5](COCC[Si](C)(C)C)[C:6]=1[C:7]1[CH:12]=[CH:11][N:10]=[C:9]([NH:13][CH2:14][CH2:15][C:16]#[N:17])[N:8]=1.CC(O)C.CC1C=CC(S([O-])(=O)=O)=CC=1.C1C=C[NH+]=CC=1.C([O-])(O)=O.[Na+]. The catalyst is O.N1C=CC=CC=1. The product is [Br:1][C:2]1[N:3]=[C:4]([C:26]2([CH3:29])[CH2:27][CH2:28]2)[NH:5][C:6]=1[C:7]1[CH:12]=[CH:11][N:10]=[C:9]([NH:13][CH2:14][CH2:15][C:16]#[N:17])[N:8]=1. The yield is 0.950. (2) The reactants are Br[C:2]1[CH:3]=[C:4]([C:8]2[N:17]=[C:16]([C:18]([O:20][CH2:21][CH3:22])=[O:19])[C:15]3[CH2:14][C:13]([CH3:24])([CH3:23])[CH2:12][CH2:11][C:10]=3[N:9]=2)[CH:5]=[CH:6][CH:7]=1.[C:25]([C@:27]1([OH:34])[CH2:31][CH2:30][N:29]([CH3:32])[C:28]1=[O:33])#[CH:26]. No catalyst specified. The product is [OH:34][C@@:27]1([C:25]#[C:26][C:2]2[CH:3]=[C:4]([C:8]3[N:17]=[C:16]([C:18]([O:20][CH2:21][CH3:22])=[O:19])[C:15]4[CH2:14][C:13]([CH3:23])([CH3:24])[CH2:12][CH2:11][C:10]=4[N:9]=3)[CH:5]=[CH:6][CH:7]=2)[CH2:31][CH2:30][N:29]([CH3:32])[C:28]1=[O:33]. The yield is 0.870. (3) The reactants are [CH:1]1([CH2:4][C:5]([NH:7][C:8]2[N:9]=[C:10]3[CH:15]=[CH:14][C:13](I)=[N:12][N:11]3[CH:17]=2)=[O:6])[CH2:3][CH2:2]1.[F:18][C:19]1[CH:24]=[CH:23][C:22]([OH:25])=[CH:21][C:20]=1[NH:26][C:27]([C:29]1[N:33]([CH3:34])[N:32]=[C:31]([CH3:35])[CH:30]=1)=[O:28].C(=O)([O-])[O-].[K+].[K+]. The catalyst is CN(C)C=O. The product is [CH:1]1([CH2:4][C:5]([NH:7][C:8]2[N:9]=[C:10]3[CH:15]=[CH:14][C:13]([O:25][C:22]4[CH:23]=[CH:24][C:19]([F:18])=[C:20]([NH:26][C:27]([C:29]5[N:33]([CH3:34])[N:32]=[C:31]([CH3:35])[CH:30]=5)=[O:28])[CH:21]=4)=[N:12][N:11]3[CH:17]=2)=[O:6])[CH2:3][CH2:2]1. The yield is 0.230. (4) No catalyst specified. The yield is 1.00. The product is [CH2:1]([O:3][C:4]([C:6]1[CH:7]=[N:8][C:9]2[C:14]([C:15]=1[NH:25][CH:20]1[CH2:24][CH2:23][CH2:22][CH2:21]1)=[CH:13][C:12]([Cl:17])=[CH:11][C:10]=2[O:18][CH3:19])=[O:5])[CH3:2]. The reactants are [CH2:1]([O:3][C:4]([C:6]1[CH:7]=[N:8][C:9]2[C:14]([C:15]=1Cl)=[CH:13][C:12]([Cl:17])=[CH:11][C:10]=2[O:18][CH3:19])=[O:5])[CH3:2].[CH:20]1([NH2:25])[CH2:24][CH2:23][CH2:22][CH2:21]1. (5) The reactants are [CH3:1][N:2]1[CH2:7][CH2:6][N:5]([CH2:8][C:9]#[CH:10])[CH2:4][CH2:3]1.[F:11][C:12]1[CH:13]=[C:14]([CH:16]=[CH:17][C:18]=1[O:19][C:20]1[CH:25]=[CH:24][N:23]=[C:22]2[CH:26]=[C:27](I)[S:28][C:21]=12)[NH2:15]. No catalyst specified. The product is [F:11][C:12]1[CH:13]=[C:14]([NH2:15])[CH:16]=[CH:17][C:18]=1[O:19][C:20]1[CH:25]=[CH:24][N:23]=[C:22]2[CH:26]=[C:27]([C:10]#[C:9][CH2:8][N:5]3[CH2:6][CH2:7][N:2]([CH3:1])[CH2:3][CH2:4]3)[S:28][C:21]=12. The yield is 0.750.